From a dataset of Full USPTO retrosynthesis dataset with 1.9M reactions from patents (1976-2016). Predict the reactants needed to synthesize the given product. (1) The reactants are: [F:1][C:2]1[CH:3]=[C:4]([OH:8])[CH:5]=[CH:6][CH:7]=1.[C:9](Cl)(=[O:12])[CH2:10][CH3:11]. Given the product [F:1][C:2]1[CH:3]=[C:4]([O:8][C:9](=[O:12])[CH2:10][CH3:11])[CH:5]=[CH:6][CH:7]=1, predict the reactants needed to synthesize it. (2) Given the product [NH:15]1[C:16]2[C:11](=[CH:10][CH:9]=[CH:8][CH:17]=2)[CH:12]=[CH:13][C:14]1=[O:18], predict the reactants needed to synthesize it. The reactants are: C(=O)([O-])[O-].[K+].[K+].O[C:8]1[CH:17]=[C:16]2[C:11]([CH2:12][CH2:13][C:14](=[O:18])[NH:15]2)=[CH:10][CH:9]=1.BrCCCCBr. (3) Given the product [CH2:27]([O:26][C:5]1[C:4]2[C:9](=[CH:10][C:11]([Cl:12])=[C:2]([Cl:1])[CH:3]=2)[C:8](=[O:13])[N:7]([CH2:14][C:15]([CH3:18])([CH3:16])[CH3:17])[C:6]=1[C:19]([O:21][C:22]([CH3:25])([CH3:24])[CH3:23])=[O:20])[C:28]1[CH:33]=[CH:32][CH:31]=[CH:30][CH:29]=1, predict the reactants needed to synthesize it. The reactants are: [Cl:1][C:2]1[CH:3]=[C:4]2[C:9](=[CH:10][C:11]=1[Cl:12])[C:8](=[O:13])[N:7]([CH2:14][C:15]([CH3:18])([CH3:17])[CH3:16])[C:6]([C:19]([O:21][C:22]([CH3:25])([CH3:24])[CH3:23])=[O:20])=[C:5]2[OH:26].[CH2:27](O)[C:28]1[CH:33]=[CH:32][CH:31]=[CH:30][CH:29]=1.C1(P(C2C=CC=CC=2)C2C=CC=CC=2)C=CC=CC=1.N(C(OCC)=O)=NC(OCC)=O. (4) Given the product [O:1]=[C:2]1[NH:6][CH:5]=[C:4]([C:7]([OH:9])=[O:8])[O:3]1, predict the reactants needed to synthesize it. The reactants are: [O:1]=[C:2]1[NH:6][CH:5]=[C:4]([C:7]([O:9]CC)=[O:8])[O:3]1.O[Li].O.Cl.O1CCOCC1. (5) Given the product [Cl:1][C:2]1[CH:21]=[CH:20][C:5]([CH2:6][N:7]2[C:15]3[C:10](=[CH:11][C:12]([NH2:16])=[CH:13][CH:14]=3)[CH:9]=[C:8]2[CH3:19])=[CH:4][CH:3]=1, predict the reactants needed to synthesize it. The reactants are: [Cl:1][C:2]1[CH:21]=[CH:20][C:5]([CH2:6][N:7]2[C:15]3[C:10](=[CH:11][C:12]([N+:16]([O-])=O)=[CH:13][CH:14]=3)[CH:9]=[C:8]2[CH3:19])=[CH:4][CH:3]=1.[H-].[Al+3].[Li+].[H-].[H-].[H-]. (6) Given the product [C:12]([O:11][C:9]([N:16]1[CH2:17][CH:18]=[CH:19][CH2:20][CH2:21]1)=[O:10])([CH3:13])([CH3:14])[CH3:15], predict the reactants needed to synthesize it. The reactants are: [C:9](O[C:9]([O:11][C:12]([CH3:15])([CH3:14])[CH3:13])=[O:10])([O:11][C:12]([CH3:15])([CH3:14])[CH3:13])=[O:10].[NH:16]1[CH2:21][CH:20]=[CH:19][CH2:18][CH2:17]1.C(=O)([O-])[O-].[Na+].[Na+]. (7) Given the product [OH:19][C:14]1[CH:13]=[C:12]2[C:17]([CH:18]=[CH:9][C:10](=[O:20])[O:11]2)=[CH:16][CH:15]=1, predict the reactants needed to synthesize it. The reactants are: C1(=O)N(OC([C:9]2[C:10](=[O:20])[O:11][C:12]3[C:17]([CH:18]=2)=[CH:16][CH:15]=[C:14]([OH:19])[CH:13]=3)=O)C(=O)CC1.NCCCCC(O)=O.C(N(CC)CC)C.